Dataset: NCI-60 drug combinations with 297,098 pairs across 59 cell lines. Task: Regression. Given two drug SMILES strings and cell line genomic features, predict the synergy score measuring deviation from expected non-interaction effect. (1) Drug 1: C1CC(=O)NC(=O)C1N2CC3=C(C2=O)C=CC=C3N. Drug 2: CC1=C2C(C(=O)C3(C(CC4C(C3C(C(C2(C)C)(CC1OC(=O)C(C(C5=CC=CC=C5)NC(=O)OC(C)(C)C)O)O)OC(=O)C6=CC=CC=C6)(CO4)OC(=O)C)O)C)O. Cell line: TK-10. Synergy scores: CSS=2.94, Synergy_ZIP=-7.08, Synergy_Bliss=-2.73, Synergy_Loewe=-23.2, Synergy_HSA=-3.74. (2) Drug 1: CC1CCC2CC(C(=CC=CC=CC(CC(C(=O)C(C(C(=CC(C(=O)CC(OC(=O)C3CCCCN3C(=O)C(=O)C1(O2)O)C(C)CC4CCC(C(C4)OC)OCCO)C)C)O)OC)C)C)C)OC. Drug 2: C1CCC(C(C1)N)N.C(=O)(C(=O)[O-])[O-].[Pt+4]. Cell line: HCC-2998. Synergy scores: CSS=20.2, Synergy_ZIP=-6.78, Synergy_Bliss=-2.71, Synergy_Loewe=-2.78, Synergy_HSA=-1.57.